This data is from Full USPTO retrosynthesis dataset with 1.9M reactions from patents (1976-2016). The task is: Predict the reactants needed to synthesize the given product. Given the product [CH3:36][N:37]([CH3:42])[S:38]([N:12]1[CH2:11][C:10]2[N:6]([C:7]([C@H:14]3[CH2:19][CH2:18][C@H:17]([C:20]4[C:25]([F:26])=[CH:24][CH:23]=[CH:22][N:21]=4)[CH2:16][CH2:15]3)=[N:8][N:9]=2)[C:5]2[CH:27]=[CH:28][C:2]([Cl:1])=[CH:3][C:4]=2[CH2:13]1)(=[O:40])=[O:39], predict the reactants needed to synthesize it. The reactants are: [Cl:1][C:2]1[CH:28]=[CH:27][C:5]2[N:6]3[C:10]([CH2:11][NH:12][CH2:13][C:4]=2[CH:3]=1)=[N:9][N:8]=[C:7]3[C@H:14]1[CH2:19][CH2:18][C@H:17]([C:20]2[C:25]([F:26])=[CH:24][CH:23]=[CH:22][N:21]=2)[CH2:16][CH2:15]1.C(N(CC)CC)C.[CH3:36][N:37]([CH3:42])[S:38](Cl)(=[O:40])=[O:39].